Dataset: Experimentally validated miRNA-target interactions with 360,000+ pairs, plus equal number of negative samples. Task: Binary Classification. Given a miRNA mature sequence and a target amino acid sequence, predict their likelihood of interaction. (1) The miRNA is hsa-miR-4685-3p with sequence UCUCCCUUCCUGCCCUGGCUAG. The protein sequence of the target gene is MIRPQLRTAGLGRCLLPGLLLLLVPVLWAGAEKLHTQPSCPAVCQPTRCPALPTCALGTTPVFDLCRCCRVCPAAEREVCGGAQGQPCAPGLQCLQPLRPGFPSTCGCPTLGGAVCGSDRRTYPSMCALRAENRAARRLGKVPAVPVQWGNCGDTGTRSAGPLRRNYNFIAAVVEKVAPSVVHVQLWGRLLHGSRLVPVYSGSGFIVSEDGLIITNAHVVRNQQWIEVVLQNGARYEAVVKDIDLKLDLAVIKIESNAELPVLMLGRSSDLRAGEFVVALGSPFSLQNTATAGIVSTKQR.... Result: 0 (no interaction). (2) The miRNA is hsa-miR-4768-3p with sequence CCAGGAGAUCCAGAGAGAAU. The protein sequence of the target gene is MLISKNMPWRRLQGISFGMYSAEELKKLSVKSITNPRYLDSLGNPSANGLYDLALGPADSKEVCSTCVQDFSNCSGHLGHIELPLTVYNPLLFDKLYLLLRGSCLNCHMLTCPRAVIHLLLCQLRVLEVGALQAVYELERILNRFLEENPDPSASEIREELEQYTTEIVQNNLLGSQGAHVKNVCESKSKLIALFWKAHMNAKRCPHCKTGRSVVRKEHNSKLTITFPAMVHRTAGQKDSEPLGIEEAQIGKRGYLTPTSAREHLSALWKNEGFFLNYLFSGMDDDGMESRFNPSVFFLD.... Result: 1 (interaction). (3) The miRNA is mmu-miR-297b-5p with sequence AUGUAUGUGUGCAUGAACAUGU. The protein sequence of the target gene is MEAMAASTSLPDPGDFDRNVPRICGVCGDRATGFHFNAMTCEGCKGFFRRSMKRKALFTCPFNGDCRITKDNRRHCQACRLKRCVDIGMMKEFILTDEEVQRKREMIMKRKEEEALKDSLRPKLSEEQQHIIAILLDAHHKTYDPTYADFRDFRPPIRADVSTGSYSPRPTLSFSGDSSSNSDLYTPSLDMMEPASFSTMDLNEEGSDDPSVTLDLSPLSMLPHLADLVSYSIQKVIGFAKMIPGFRDLTSDDQIVLLKSSAIEVIMLRSNQSFTLDDMSWDCGSQDYKYDITDVSRAGH.... Result: 1 (interaction). (4) The miRNA is mmu-miR-1941-5p with sequence AGGGAGAUGCUGGUACAGAGGCUU. The protein sequence of the target gene is MEAYEQVQKGPLKLKGVAELGVTKRKKKKKDKDKAKLLEAMGTSKKNEEEKRRGLDKRTPAQAAFEKMQEKRQMERILKKASKTHKQRVEDFNRHLDTLTEHYDIPKVSWTK. Result: 0 (no interaction). (5) The miRNA is mmu-miR-669m-3p with sequence AUAUACAUCCACACAAACAUAU. The protein sequence of the target gene is MYPASPPAGPALHPVPHRARLPQPRCLAEPPRSPAPGPGSTARPPPPPAPGPRPRVAVKMTFRKAYSIKDKLQAIERVKGGERQASVCRDFGVPGGTLRGWLKDEPKLRWFLDQLGGEVGTQRKKMRLANEEEIDRAVYSWFLTLRQHGVPLSGPVIQAQAEAFARQIYGPECTFKASHGWFWRWQKRHGISSQRIYGEAESPVAGPAPVKEEPAQSPGAVLVPDGAPATLPHSEGGYGDEQIYNANVTGLYWRLLPEQASTPGTGDSKEPGGCSRRWRSDRVTVLLAANLTGSHKLKPL.... Result: 1 (interaction). (6) The miRNA is hsa-miR-7-1-3p with sequence CAACAAAUCACAGUCUGCCAUA. The protein sequence of the target gene is MRVLSGTSLMLCSLLLLLQALCSPGLAPQSRGHLCRTRPTDLVFVVDSSRSVRPVEFEKVKVFLSQVIESLDVGPNATRVGMVNYASTVKQEFSLRAHVSKAALLQAVRRIQPLSTGTMTGLAIQFAITKAFGDAEGGRSRSPDISKVVIVVTDGRPQDSVQDVSARARASGVELFAIGVGSVDKATLRQIASEPQDEHVDYVESYSVIEKLSRKFQEAFCVVSDLCATGDHDCEQVCISSPGSYTCACHEGFTLNSDGKTCNVCSGGGGSSATDLVFLIDGSKSVRPENFELVKKFISQ.... Result: 1 (interaction). (7) The miRNA is mmu-miR-1955-3p with sequence GAGCAUUGCAUGCUGGGACAU. The protein sequence of the target gene is MSRVRRLLLGYLFPALLLHGLGEGSALLHPDSRSHPRSLEKSAWRAFKESQCHHMLKHLHNGARITVQMPPTIEGHWVSTGCEVRSGPEFMTRSYRFYNNNTFKAYQFYYGSNRCTNPTYTLIIRGKIRLRQASWIIRGGTEADYQLHGVQVICHTEAVAEQLSRLVNRTCPGFLAPGGPWVQDVAYDLWQEESNHECTKAVNFAMHELQLIRVEKQYPHHSLDHLVEELFLGDIHTDATQRVFYRPSSYQPPLQNAKNHNHACIACRIIFRSDEHHPPILPPKADLTIGLHGEWVSQRC.... Result: 1 (interaction). (8) The miRNA is hsa-miR-3121-5p with sequence UCCUUUGCCUAUUCUAUUUAAG. The protein sequence of the target gene is MQVLRHSEHTLKTALLSKNPVLVSQYEKLDAGEQRLMNEAFQPRSNLFEPITVHSQSDWISSHPEAPQDFEQFFSDRYRKAPCPKKHIIYIQSIGSLGNTRVISEEYIKWLKGYCEAFFYGLKVKFLEPVSVSETKCSFRVNEHTQNLQIHTGHILAFLKKNKPEDAFCIVGITMIDLYPRDSWNFVFGQASLSSGVGIFSFARYGKDFYTSKYEGNVTSLQLTSPTDYSIFDNYYIPEITSVLLLRSCKTLTHEIGHILGLRHCQWLACLMQGSNHLEESDRRPLNVCPICLRKLQSAI.... Result: 0 (no interaction). (9) The miRNA is hsa-miR-766-3p with sequence ACUCCAGCCCCACAGCCUCAGC. The protein sequence of the target gene is MFLWLFLIVSALISSTNADSDISVEICNVCSCVSVENVLYVNCEKVSVYRPNQLKPPWSNFYHLNFQNNFLNILYPNTFVNFSHAVSLHLGNNKLQNIEGGAFLGLSALKQLHLNNNELKILRADTFLGIENLEYLQADYNLIKYIERGAFNKLHKLKVLILNDNLISFLPDNIFRFASLTHLDIRGNRIQKLPYIGVLEHIGRVVELQLEDNPWNCSCDLLPLKAWLENMPYNIYIGEAICETPSDLYGRLLKETNKQELCPMGTGSDFDVRILPPSQQENGFTTPNGHTTQTTLHRLV.... Result: 0 (no interaction). (10) The miRNA is hsa-miR-21-5p with sequence UAGCUUAUCAGACUGAUGUUGA. The protein sequence of the target gene is MAADTQVSETLKRFAGKVTTASVKERREILSELGKCVAGKDLPEGAVKGLCKLFCLTLHRYRDAASRRALQAAIQQLAEAQPEATAKNLLHSLQSSGIGSKAGVPSKSSGSAALLALTWTCLLVRIVFPSRAKRQGDIWNKLVEVQCLLLLEVLGGSHKHAVDGAVKKLTKLWKENPGLVEQYLSAILSLEPNQNYAGMLGLLVQFCTSHKEMDVVSQHKSALLDFYMKNILMSKVKPPKYLLDSCAPLLRYLSHSEFKDLILPTIQKSLLRSPENVIETISSLLASVTLDLSQYAMDIV.... Result: 0 (no interaction).